From a dataset of Catalyst prediction with 721,799 reactions and 888 catalyst types from USPTO. Predict which catalyst facilitates the given reaction. (1) Reactant: [Na+].[CH:2]1([N:5]2[C:13]3[C:8](=[C:9]([O:41][CH3:42])[CH:10]=[C:11]([C:14]([N:16]4[CH2:21][CH2:20][C:19]5([CH2:30][C:29](=[O:31])[C:28]6[C:23](=[CH:24][CH:25]=[C:26]([C:32]7[CH:33]=[N:34][CH:35]=[C:36]([CH:40]=7)[C:37]([O-:39])=[O:38])[CH:27]=6)[O:22]5)[CH2:18][CH2:17]4)=[O:15])[CH:12]=3)[C:7]([CH3:43])=[CH:6]2)[CH2:4][CH2:3]1.Cl. Product: [CH:2]1([N:5]2[C:13]3[C:8](=[C:9]([O:41][CH3:42])[CH:10]=[C:11]([C:14]([N:16]4[CH2:17][CH2:18][C:19]5([CH2:30][C:29](=[O:31])[C:28]6[C:23](=[CH:24][CH:25]=[C:26]([C:32]7[CH:33]=[N:34][CH:35]=[C:36]([CH:40]=7)[C:37]([OH:39])=[O:38])[CH:27]=6)[O:22]5)[CH2:20][CH2:21]4)=[O:15])[CH:12]=3)[C:7]([CH3:43])=[CH:6]2)[CH2:3][CH2:4]1. The catalyst class is: 24. (2) Reactant: C[O:2][C:3](=[O:33])[CH2:4][O:5][C:6]1[CH:11]=[CH:10][C:9]([Cl:12])=[CH:8][C:7]=1[CH2:13][C:14]1[CH:19]=[C:18]([S:20]([CH3:23])(=[O:22])=[O:21])[CH:17]=[CH:16][C:15]=1[O:24][CH2:25][C:26]([O:28]C(C)(C)C)=[O:27].[OH-].[Na+].Cl. Product: [C:26]([CH2:25][O:24][C:15]1[CH:16]=[CH:17][C:18]([S:20]([CH3:23])(=[O:21])=[O:22])=[CH:19][C:14]=1[CH2:13][C:7]1[CH:8]=[C:9]([Cl:12])[CH:10]=[CH:11][C:6]=1[O:5][CH2:4][C:3]([OH:33])=[O:2])([OH:28])=[O:27]. The catalyst class is: 1. (3) The catalyst class is: 17. Reactant: [NH2:1][C:2]1[S:3][C:4]2[C:9]([N:10]=1)=[CH:8][CH:7]=[C:6]([O:11][C:12]1[CH:13]=[C:14]([NH:20][C:21](=[O:33])[C:22]3[CH:27]=[CH:26][CH:25]=[C:24]([C:28]([C:31]#[N:32])([CH3:30])[CH3:29])[CH:23]=3)[CH:15]=[CH:16][C:17]=1[CH2:18][CH3:19])[N:5]=2.C([O:37][CH2:38][C:39](Cl)=[O:40])(=O)C.C(=O)([O-])[O-].[K+].[K+]. Product: [C:31]([C:28]([C:24]1[CH:23]=[C:22]([CH:27]=[CH:26][CH:25]=1)[C:21]([NH:20][C:14]1[CH:15]=[CH:16][C:17]([CH2:18][CH3:19])=[C:12]([O:11][C:6]2[N:5]=[C:4]3[S:3][C:2]([NH:1][C:38](=[O:37])[CH2:39][OH:40])=[N:10][C:9]3=[CH:8][CH:7]=2)[CH:13]=1)=[O:33])([CH3:30])[CH3:29])#[N:32]. (4) Reactant: [Br:1][C:2]1[N:6]([C:7]([CH3:10])([CH3:9])[CH3:8])[N:5]=[CH:4][C:3]=1[C:11]([NH2:13])=O.COC1C=CC(P2(SP(C3C=CC(OC)=CC=3)(=S)S2)=[S:23])=CC=1. Product: [Br:1][C:2]1[N:6]([C:7]([CH3:10])([CH3:9])[CH3:8])[N:5]=[CH:4][C:3]=1[C:11](=[S:23])[NH2:13]. The catalyst class is: 1. (5) Reactant: Br[C:2]1[C:3]2[N:4]([CH:9]=[C:10]([C:12]3[CH:17]=[CH:16][CH:15]=[CH:14][C:13]=3[C:18]([F:21])([F:20])[F:19])[N:11]=2)[N:5]=[C:6]([Cl:8])[CH:7]=1.[CH3:22][OH:23].C(N(CC)CC)C.CN([CH:34]=[O:35])C. Product: [Cl:8][C:6]1[CH:7]=[C:2]([C:22]([O:35][CH3:34])=[O:23])[C:3]2[N:4]([CH:9]=[C:10]([C:12]3[CH:17]=[CH:16][CH:15]=[CH:14][C:13]=3[C:18]([F:21])([F:20])[F:19])[N:11]=2)[N:5]=1. The catalyst class is: 140. (6) Reactant: [CH3:1][N:2]1[C@@H:19]2[CH2:20][C:7]3[CH:8]=[CH:9][C:10]([O:22]C)=[C:11]4[O:12][C@H:13]5[C:14]([CH2:16][CH2:17][C@:18]2([OH:21])[C@:5]5([C:6]=34)[CH2:4][CH2:3]1)=[O:15].Cl.B(Br)(Br)Br.O. Product: [CH3:1][N:2]1[C@@H:19]2[CH2:20][C:7]3=[CH:8][CH:9]=[C:10]([OH:22])[C:11]4[O:12][C@H:13]5[C:14]([CH2:16][CH2:17][C@:18]2([OH:21])[C@:5]5([C:6]=43)[CH2:4][CH2:3]1)=[O:15]. The catalyst class is: 2. (7) Reactant: [CH2:1](I)[CH3:2].[CH2:4]([O:11][C:12]1[CH:21]=[CH:20][C:15]([C:16]([O:18][CH3:19])=[O:17])=[C:14]([OH:22])[CH:13]=1)[C:5]1[CH:10]=[CH:9][CH:8]=[CH:7][CH:6]=1.C(=O)([O-])[O-].[K+].[K+].O. Product: [CH2:4]([O:11][C:12]1[CH:21]=[CH:20][C:15]([C:16]([O:18][CH3:19])=[O:17])=[C:14]([O:22][CH2:1][CH3:2])[CH:13]=1)[C:5]1[CH:6]=[CH:7][CH:8]=[CH:9][CH:10]=1. The catalyst class is: 9. (8) The catalyst class is: 9. Product: [Cl:22][C:23]1[CH:28]=[C:27]([CH:26]=[CH:25][C:24]=1[N+:30]([O-:32])=[O:31])[O:9][C:6]1[CH:7]=[CH:8][C:3]([CH2:1][CH3:2])=[C:4]([CH:10]2[C:15](=[O:16])[C:14]([CH3:18])([CH3:17])[O:13][C:12]([CH3:20])([CH3:19])[C:11]2=[O:21])[CH:5]=1. Reactant: [CH2:1]([C:3]1[CH:8]=[CH:7][C:6]([OH:9])=[CH:5][C:4]=1[CH:10]1[C:15](=[O:16])[C:14]([CH3:18])([CH3:17])[O:13][C:12]([CH3:20])([CH3:19])[C:11]1=[O:21])[CH3:2].[Cl:22][C:23]1[CH:28]=[C:27](F)[CH:26]=[CH:25][C:24]=1[N+:30]([O-:32])=[O:31].C(=O)([O-])[O-].[K+].[K+].Cl.